Dataset: Forward reaction prediction with 1.9M reactions from USPTO patents (1976-2016). Task: Predict the product of the given reaction. (1) Given the reactants [C:1]([C:3]1[CH:8]=[CH:7][CH:6]=[CH:5][C:4]=1[C:9]1([C:12]([NH2:14])=[O:13])[CH2:11][CH2:10]1)#[CH:2].Cl[C:16]1[C:21]([C:22]([F:25])([F:24])[F:23])=[CH:20][N:19]=[C:18]([NH:26][C:27]2[CH:32]=[CH:31][C:30]([CH:33]([NH:35][C:36](=[O:42])[O:37][C:38]([CH3:41])([CH3:40])[CH3:39])[CH3:34])=[CH:29][CH:28]=2)[N:17]=1, predict the reaction product. The product is: [C:12]([C:9]1([C:4]2[CH:5]=[CH:6][CH:7]=[CH:8][C:3]=2[C:1]#[C:2][C:20]2[C:21]([C:22]([F:23])([F:25])[F:24])=[CH:16][N:17]=[C:18]([NH:26][C:27]3[CH:28]=[CH:29][C:30]([CH:33]([NH:35][C:36](=[O:42])[O:37][C:38]([CH3:41])([CH3:40])[CH3:39])[CH3:34])=[CH:31][CH:32]=3)[N:19]=2)[CH2:11][CH2:10]1)(=[O:13])[NH2:14]. (2) Given the reactants [CH2:1]([O:3][CH:4]([O:8][CH2:9][CH3:10])[CH2:5][CH:6]=[CH2:7])[CH3:2].B1C2CCCC1CCC2.Br[C:21]1[CH:26]=[CH:25][C:24]([O:27][CH2:28][CH2:29][CH2:30][N:31]2[CH2:37][CH2:36][CH2:35][CH2:34][CH2:33][CH2:32]2)=[CH:23][CH:22]=1.C(=O)([O-])[O-].[K+].[K+], predict the reaction product. The product is: [CH2:1]([O:3][CH:4]([O:8][CH2:9][CH3:10])[CH2:5]/[CH:6]=[CH:7]/[C:21]1[CH:22]=[CH:23][C:24]([O:27][CH2:28][CH2:29][CH2:30][N:31]2[CH2:32][CH2:33][CH2:34][CH2:35][CH2:36][CH2:37]2)=[CH:25][CH:26]=1)[CH3:2]. (3) Given the reactants [CH:1]([N:4](CC)C(C)C)(C)C.[Cl:10][C:11]1[C:16]([O:17][CH3:18])=[CH:15][C:14]([O:19][CH3:20])=[C:13]([Cl:21])[C:12]=1[C:22]1[N:27]=[CH:26][C:25]2[C:28]([C:31]3[CH:32]=[N:33][N:34]([CH2:36][C:37]([OH:39])=O)[CH:35]=3)=[N:29][NH:30][C:24]=2[CH:23]=1.CN.C1COCC1.F[P-](F)(F)(F)(F)F.N1(O[P+](N(C)C)(N(C)C)N(C)C)C2C=CC=CC=2N=N1, predict the reaction product. The product is: [Cl:21][C:13]1[C:14]([O:19][CH3:20])=[CH:15][C:16]([O:17][CH3:18])=[C:11]([Cl:10])[C:12]=1[C:22]1[N:27]=[CH:26][C:25]2[C:28]([C:31]3[CH:32]=[N:33][N:34]([CH2:36][C:37]([NH:4][CH3:1])=[O:39])[CH:35]=3)=[N:29][NH:30][C:24]=2[CH:23]=1.